This data is from Full USPTO retrosynthesis dataset with 1.9M reactions from patents (1976-2016). The task is: Predict the reactants needed to synthesize the given product. (1) The reactants are: C(N(CC)CC)C.[Cl:8][C:9]1[C:10]([F:40])=[C:11]([NH:15][C:16]2[C:25]3[C:20](=[CH:21][C:22]([O:38][CH3:39])=[C:23]([CH2:26][N:27]([CH3:37])[C:28]4([C:34]([NH2:36])=[O:35])[CH2:33][CH2:32][NH:31][CH2:30][CH2:29]4)[CH:24]=3)[N:19]=[CH:18][N:17]=2)[CH:12]=[CH:13][CH:14]=1.[C:41]([O:44][CH2:45][C:46](Cl)=[O:47])(=[O:43])[CH3:42]. Given the product [C:41]([O:44][CH2:45][C:46]([N:31]1[CH2:32][CH2:33][C:28]([C:34]([NH2:36])=[O:35])([N:27]([CH2:26][C:23]2[CH:24]=[C:25]3[C:20](=[CH:21][C:22]=2[O:38][CH3:39])[N:19]=[CH:18][N:17]=[C:16]3[NH:15][C:11]2[CH:12]=[CH:13][CH:14]=[C:9]([Cl:8])[C:10]=2[F:40])[CH3:37])[CH2:29][CH2:30]1)=[O:47])(=[O:43])[CH3:42], predict the reactants needed to synthesize it. (2) Given the product [CH2:33]([O:37][C:4](=[O:3])[C@H:5]([OH:31])[CH2:6][N:7]([CH2:17][C:18]1[CH:19]=[CH:20][C:21]([C:24]2[CH:29]=[CH:28][CH:27]=[C:26]([Cl:30])[CH:25]=2)=[CH:22][CH:23]=1)[NH:8][C:9]([C:11]1[O:15][N:14]=[C:13]([OH:16])[CH:12]=1)=[O:10])[CH:34]([CH3:36])[CH3:35], predict the reactants needed to synthesize it. The reactants are: C([O:3][C:4](=O)[C@H:5]([OH:31])[CH2:6][N:7]([CH2:17][C:18]1[CH:23]=[CH:22][C:21]([C:24]2[CH:29]=[CH:28][CH:27]=[C:26]([Cl:30])[CH:25]=2)=[CH:20][CH:19]=1)[NH:8][C:9]([C:11]1[O:15][N:14]=[C:13]([OH:16])[CH:12]=1)=[O:10])C.[CH2:33]([OH:37])[CH:34]([CH3:36])[CH3:35].Cl.O1CCOCC1. (3) Given the product [CH2:9]([O:8][C:6]([C:5]1[CH:11]=[CH:12][C:2]([S:32][C:25]2[CH:24]=[C:23]([F:22])[CH:31]=[CH:30][C:26]=2[C:27]([OH:29])=[O:28])=[C:3]([N+:13]([O-:15])=[O:14])[CH:4]=1)=[O:7])[CH3:10], predict the reactants needed to synthesize it. The reactants are: F[C:2]1[CH:12]=[CH:11][C:5]([C:6]([O:8][CH2:9][CH3:10])=[O:7])=[CH:4][C:3]=1[N+:13]([O-:15])=[O:14].C(=O)([O-])[O-].[Cs+].[Cs+].[F:22][C:23]1[CH:31]=[CH:30][C:26]([C:27]([OH:29])=[O:28])=[C:25]([SH:32])[CH:24]=1.O. (4) Given the product [CH3:28][O:27][C:23]1[N:22]=[C:21]([C:2]#[C:1][C@@H:3]2[N:7]3[CH2:8][CH2:9][N:10]([C:12]4[C:13]([C:18]#[N:19])=[N:14][CH:15]=[CH:16][N:17]=4)[CH2:11][C@@H:6]3[CH2:5][CH2:4]2)[CH:26]=[CH:25][CH:24]=1, predict the reactants needed to synthesize it. The reactants are: [C:1]([C@@H:3]1[N:7]2[CH2:8][CH2:9][N:10]([C:12]3[C:13]([C:18]#[N:19])=[N:14][CH:15]=[CH:16][N:17]=3)[CH2:11][C@@H:6]2[CH2:5][CH2:4]1)#[CH:2].I[C:21]1[CH:26]=[CH:25][CH:24]=[C:23]([O:27][CH3:28])[N:22]=1.C(N(C(C)C)CC)(C)C.C(N(CC(O)=O)CC(O)=O)CN(CC(O)=O)CC(O)=O. (5) Given the product [Br:1][C:2]1[CH:7]=[CH:6][C:5]([C:13]2[N:18]=[CH:17][C:16]([O:19][CH2:20][CH:21]3[CH2:22][CH2:23][N:24]([C:27]([O:29][C:30]([CH3:33])([CH3:32])[CH3:31])=[O:28])[CH2:25][CH2:26]3)=[CH:15][CH:14]=2)=[C:4]([F:11])[CH:3]=1, predict the reactants needed to synthesize it. The reactants are: [Br:1][C:2]1[CH:7]=[CH:6][C:5](B(O)O)=[C:4]([F:11])[CH:3]=1.Br[C:13]1[N:18]=[CH:17][C:16]([O:19][CH2:20][CH:21]2[CH2:26][CH2:25][N:24]([C:27]([O:29][C:30]([CH3:33])([CH3:32])[CH3:31])=[O:28])[CH2:23][CH2:22]2)=[CH:15][CH:14]=1.C([O-])([O-])=O.[Na+].[Na+]. (6) Given the product [CH2:8]([N:5]1[CH:6]=[CH:7][C:2]2=[N:1][C:18]([CH2:17][Cl:16])=[CH:20][N:3]2[C:4]1=[O:15])[C:9]1[CH:10]=[CH:11][CH:12]=[CH:13][CH:14]=1, predict the reactants needed to synthesize it. The reactants are: [NH2:1][C:2]1[CH:7]=[CH:6][N:5]([CH2:8][C:9]2[CH:14]=[CH:13][CH:12]=[CH:11][CH:10]=2)[C:4](=[O:15])[N:3]=1.[Cl:16][CH2:17][C:18]([CH2:20]Cl)=O.ClCC1N=C2C=CN(C3C=CC(F)=CC=3)C(=O)N2C=1. (7) Given the product [Br:12][C:4]1[C:3]2[CH:6]=[C:7]([CH:10]=[O:11])[CH:8]=[CH:9][C:2]=2[S:1][CH:5]=1, predict the reactants needed to synthesize it. The reactants are: [S:1]1[CH:5]=[CH:4][C:3]2[CH:6]=[C:7]([CH:10]=[O:11])[CH:8]=[CH:9][C:2]1=2.[Br:12]Br.O. (8) Given the product [Cl:21][C:22]1[CH:23]=[C:24]([NH:25][C:2]2[CH:17]=[C:16]([CH:18]([CH3:20])[CH3:19])[C:5]([C:6]([NH:8][CH2:9][CH:10]3[CH2:15][CH2:14][O:13][CH2:12][CH2:11]3)=[O:7])=[CH:4][N:3]=2)[CH:26]=[C:27]([Cl:29])[CH:28]=1, predict the reactants needed to synthesize it. The reactants are: Cl[C:2]1[CH:17]=[C:16]([CH:18]([CH3:20])[CH3:19])[C:5]([C:6]([NH:8][CH2:9][CH:10]2[CH2:15][CH2:14][O:13][CH2:12][CH2:11]2)=[O:7])=[CH:4][N:3]=1.[Cl:21][C:22]1[CH:23]=[C:24]([CH:26]=[C:27]([Cl:29])[CH:28]=1)[NH2:25].CS(O)(=O)=O.